This data is from Peptide-MHC class II binding affinity with 134,281 pairs from IEDB. The task is: Regression. Given a peptide amino acid sequence and an MHC pseudo amino acid sequence, predict their binding affinity value. This is MHC class II binding data. (1) The peptide sequence is EKDVTDITVKNCVLK. The MHC is DRB1_1602 with pseudo-sequence DRB1_1602. The binding affinity (normalized) is 0.386. (2) The peptide sequence is INEPTAAAWAYGLDR. The MHC is HLA-DQA10501-DQB10301 with pseudo-sequence HLA-DQA10501-DQB10301. The binding affinity (normalized) is 0.502.